From a dataset of Full USPTO retrosynthesis dataset with 1.9M reactions from patents (1976-2016). Predict the reactants needed to synthesize the given product. Given the product [C:1]([O:5][NH:6][C:7]([C@:9]1([CH3:38])[C@H:14]([NH:15][S:16]([C:19]2[CH:20]=[CH:21][C:22]([O:25][CH2:26][C:27]3[C:36]4[C:31](=[CH:32][CH:33]=[CH:34][CH:35]=4)[N:30]=[C:29]([CH3:37])[CH:28]=3)=[CH:23][CH:24]=2)(=[O:18])=[O:17])[CH2:13][CH2:12][N:11]([S:47]([CH:44]([CH3:46])[CH3:45])(=[O:49])=[O:48])[CH2:10]1)=[O:8])([CH3:4])([CH3:3])[CH3:2], predict the reactants needed to synthesize it. The reactants are: [C:1]([O:5][NH:6][C:7]([C@:9]1([CH3:38])[C@H:14]([NH:15][S:16]([C:19]2[CH:24]=[CH:23][C:22]([O:25][CH2:26][C:27]3[C:36]4[C:31](=[CH:32][CH:33]=[CH:34][CH:35]=4)[N:30]=[C:29]([CH3:37])[CH:28]=3)=[CH:21][CH:20]=2)(=[O:18])=[O:17])[CH2:13][CH2:12][NH:11][CH2:10]1)=[O:8])([CH3:4])([CH3:3])[CH3:2].C(=O)(O)[O-].[Na+].[CH:44]([S:47](Cl)(=[O:49])=[O:48])([CH3:46])[CH3:45].